From a dataset of Forward reaction prediction with 1.9M reactions from USPTO patents (1976-2016). Predict the product of the given reaction. Given the reactants Br[C:2]1[O:6][C:5]([CH2:7][NH:8][C:9]([C:11]2[CH:12]=[C:13]3[C:18](=[CH:19][CH:20]=2)[N:17]=[CH:16][CH:15]=[CH:14]3)=[O:10])=[CH:4][CH:3]=1.NC1N=C(N)C=CC=1C(NCC1C=CC(CO[C:36]2[CH:41]=[CH:40][CH:39]=[CH:38][CH:37]=2)=CN=1)=O.C1(B(O)O)C=CC=CC=1.C(=O)([O-])[O-].[K+].[K+], predict the reaction product. The product is: [C:36]1([C:2]2[O:6][C:5]([CH2:7][NH:8][C:9]([C:11]3[CH:12]=[C:13]4[C:18](=[CH:19][CH:20]=3)[N:17]=[CH:16][CH:15]=[CH:14]4)=[O:10])=[CH:4][CH:3]=2)[CH:41]=[CH:40][CH:39]=[CH:38][CH:37]=1.